From a dataset of Forward reaction prediction with 1.9M reactions from USPTO patents (1976-2016). Predict the product of the given reaction. (1) Given the reactants Br[C:2]1[C:3]([CH2:10][O:11][CH2:12][O:13][CH3:14])=[N:4][C:5]([O:8][CH3:9])=[CH:6][CH:7]=1.CC(C)([O-])C.[Na+].[NH:21]1[CH2:25][CH2:24][CH2:23][CH2:22]1, predict the reaction product. The product is: [CH3:9][O:8][C:5]1[N:4]=[C:3]([CH2:10][O:11][CH2:12][O:13][CH3:14])[C:2]([N:21]2[CH2:25][CH2:24][CH2:23][CH2:22]2)=[CH:7][CH:6]=1. (2) Given the reactants [C:1]([O:5][C:6]([N:8]1[CH2:13][CH2:12][C:11]([C:17]2[CH:22]=[CH:21][CH:20]=[CH:19][CH:18]=2)([C:14](O)=[O:15])[CH2:10][CH2:9]1)=[O:7])([CH3:4])([CH3:3])[CH3:2].ClC(OCC)=O.[BH4-].[Na+].[OH-].[Na+], predict the reaction product. The product is: [C:1]([O:5][C:6]([N:8]1[CH2:13][CH2:12][C:11]([CH2:14][OH:15])([C:17]2[CH:18]=[CH:19][CH:20]=[CH:21][CH:22]=2)[CH2:10][CH2:9]1)=[O:7])([CH3:4])([CH3:3])[CH3:2]. (3) Given the reactants [CH3:1][C:2]1([CH3:20])[C:6]([CH3:8])([CH3:7])[O:5][B:4]([C:9]2[CH:14]=[CH:13][C:12]([C:15]3[CH:16]=[N:17][NH:18][CH:19]=3)=[CH:11][CH:10]=2)[O:3]1.C(=O)([O-])[O-].[K+].[K+].I[CH2:28][CH3:29], predict the reaction product. The product is: [CH2:28]([N:18]1[CH:19]=[C:15]([C:12]2[CH:11]=[CH:10][C:9]([B:4]3[O:5][C:6]([CH3:7])([CH3:8])[C:2]([CH3:20])([CH3:1])[O:3]3)=[CH:14][CH:13]=2)[CH:16]=[N:17]1)[CH3:29]. (4) Given the reactants [C:1]1([CH3:16])[CH:6]=[CH:5][C:4]([C:7]2[CH:15]=[CH:14][CH:13]=[CH:12][C:8]=2[C:9]([OH:11])=[O:10])=[CH:3][CH:2]=1.S(=O)(=O)(O)O.[CH3:22][C:23]([CH3:25])=[CH2:24], predict the reaction product. The product is: [C:1]1([CH3:16])[CH:2]=[CH:3][C:4]([C:7]2[CH:15]=[CH:14][CH:13]=[CH:12][C:8]=2[C:9]([O:11][C:23]([CH3:25])([CH3:24])[CH3:22])=[O:10])=[CH:5][CH:6]=1.